From a dataset of Full USPTO retrosynthesis dataset with 1.9M reactions from patents (1976-2016). Predict the reactants needed to synthesize the given product. (1) Given the product [C:12]1([S:18]([N:8]2[C:5]3=[N:6][CH:7]=[C:2]([Cl:1])[CH:3]=[C:4]3[C:10]([I:11])=[CH:9]2)(=[O:20])=[O:19])[CH:17]=[CH:16][CH:15]=[CH:14][CH:13]=1, predict the reactants needed to synthesize it. The reactants are: [Cl:1][C:2]1[CH:3]=[C:4]2[C:10]([I:11])=[CH:9][NH:8][C:5]2=[N:6][CH:7]=1.[C:12]1([S:18](Cl)(=[O:20])=[O:19])[CH:17]=[CH:16][CH:15]=[CH:14][CH:13]=1. (2) Given the product [CH2:3]=[O:4].[CH3:11][C:12]1[C:27]([CH3:26])=[C:28]([OH:29])[CH:9]=[CH:8][CH:7]=1.[CH3:1][C:20]1[CH:21]=[CH:22][CH:23]=[CH:24][C:19]=1[OH:25], predict the reactants needed to synthesize it. The reactants are: [CH2:1](OC[CH:7]1[CH2:12][CH2:11]C(COCC2OC2)[CH2:9][CH2:8]1)C1[O:4][CH2:3]1.[C:19]1([OH:25])[CH:24]=[CH:23][CH:22]=[CH:21][CH:20]=1.[CH3:26][CH:27](OC(C)=O)[CH2:28][O:29]C. (3) Given the product [Br:10][C:11]1[CH:16]=[C:15]([NH:1][C:2]2[CH:3]=[CH:4][C:5]([C:8]#[N:9])=[N:6][CH:7]=2)[CH:14]=[C:13]([Br:18])[CH:12]=1, predict the reactants needed to synthesize it. The reactants are: [NH2:1][C:2]1[CH:3]=[CH:4][C:5]([C:8]#[N:9])=[N:6][CH:7]=1.[Br:10][C:11]1[CH:16]=[C:15](Br)[CH:14]=[C:13]([Br:18])[CH:12]=1. (4) Given the product [N+:44]([C:47]1[CH:52]=[CH:51][C:50]([CH2:53][CH2:54][CH2:55][C:56]([NH:2][C:17]2[CH:16]=[CH:24][C:20]([N:21]3[CH2:43][CH2:42][N:39]([CH3:37])[CH2:40][CH2:41]3)=[CH:19][CH:18]=2)=[O:58])=[CH:49][CH:48]=1)([O-:46])=[O:45], predict the reactants needed to synthesize it. The reactants are: C[N:2]1CCNCC1C1C=CC(N)=CC=1.O[C:16]1[C:24]2N=N[NH:21][C:20]=2[CH:19]=[CH:18][CH:17]=1.Cl.CN(C)CCCN=C=NCC.[CH2:37]([N:39]([CH2:42][CH3:43])[CH2:40][CH3:41])C.[N+:44]([C:47]1[CH:52]=[CH:51][C:50]([CH2:53][CH2:54][CH2:55][C:56]([OH:58])=O)=[CH:49][CH:48]=1)([O-:46])=[O:45]. (5) Given the product [CH3:12][C:10]([C:9]([O:14][CH2:15][CH2:16][OH:17])=[O:13])=[CH2:11], predict the reactants needed to synthesize it. The reactants are: C(OCC)(=O)C(C)=C.[C:9]([O:14][CH2:15][CH2:16][OH:17])(=[O:13])[C:10]([CH3:12])=[CH2:11].